Dataset: HIV replication inhibition screening data with 41,000+ compounds from the AIDS Antiviral Screen. Task: Binary Classification. Given a drug SMILES string, predict its activity (active/inactive) in a high-throughput screening assay against a specified biological target. (1) The molecule is OCC1CC(F)C(n2cnc3c(NOCc4ccccc4)ncnc32)O1. The result is 0 (inactive). (2) The molecule is CCOC(C)CCCS(=O)(=O)O. The result is 0 (inactive). (3) The molecule is CCOP(=S)(OCC)Oc1ccc2c(C)c(Cl)c(=O)oc2c1. The result is 0 (inactive). (4) The molecule is CC(=O)C(C)C(=O)N1C(=O)N(C)C2(C)N(C)C(=O)NC12C. The result is 0 (inactive). (5) The compound is CN(CCO)CCC1COc2ccccc2O1. The result is 0 (inactive). (6) The drug is CC1(C)[CH-][N+](=O)C(C)(C)N1O. The result is 0 (inactive). (7) The drug is COC(=O)c1cc(C#N)[nH]c1-c1ccc(C)s1. The result is 0 (inactive).